Dataset: Full USPTO retrosynthesis dataset with 1.9M reactions from patents (1976-2016). Task: Predict the reactants needed to synthesize the given product. (1) Given the product [C:1]([C:3]1[CH:8]=[CH:7][C:6]([N:9]([CH2:14][CH:15]([CH3:17])[CH3:16])[CH2:10][C:11]([NH:22][C:23]2[CH:28]=[CH:27][CH:26]=[CH:25][CH:24]=2)=[O:13])=[CH:5][C:4]=1[C:18]([F:21])([F:20])[F:19])#[N:2], predict the reactants needed to synthesize it. The reactants are: [C:1]([C:3]1[CH:8]=[CH:7][C:6]([N:9]([CH2:14][CH:15]([CH3:17])[CH3:16])[CH2:10][C:11]([OH:13])=O)=[CH:5][C:4]=1[C:18]([F:21])([F:20])[F:19])#[N:2].[NH2:22][C:23]1[CH:28]=[CH:27][CH:26]=[CH:25][CH:24]=1. (2) The reactants are: [N:1]([C:4]1[CH:9]=[C:8]([C:10]([O:12]C)=[O:11])[CH:7]=[C:6]([CH3:14])[C:5]=1[C:15]([O:17]C)=O)=[C:2]=[S:3].CO[C:21]1[C:26]([O:27][CH3:28])=[CH:25][N:24]=[C:23]([NH2:29])[CH:22]=1.[OH-].[Na+].Cl.CN([CH:36]=[O:37])C. Given the product [CH3:28][O:27][C:26]1[CH:21]=[CH:22][C:23]([N:29]2[C:15](=[O:17])[C:5]3[C:4](=[CH:9][C:8]([C:10]([OH:12])=[O:11])=[CH:7][C:6]=3[CH3:14])[NH:1][C:2]2=[S:3])=[N:24][C:25]=1[O:37][CH3:36], predict the reactants needed to synthesize it. (3) Given the product [F:1][C:2]1[CH:3]=[C:4]([CH:8]2[CH2:9][O:10][CH2:11][CH2:12][NH:13]2)[CH:5]=[CH:6][CH:7]=1, predict the reactants needed to synthesize it. The reactants are: [F:1][C:2]1[CH:3]=[C:4]([CH:8]2[NH:13][C:12](=O)[CH2:11][O:10][CH2:9]2)[CH:5]=[CH:6][CH:7]=1.[H-].[Al+3].[Li+].[H-].[H-].[H-]. (4) Given the product [Br:33][C:12]1[N:11]=[C:10]([C:13]2[C:14]([O:22][CH3:23])=[N:15][C:16]([CH:19]([CH3:20])[CH3:21])=[CH:17][CH:18]=2)[C:9]([CH3:24])=[C:8]([CH3:25])[C:7]=1[NH:6][C@@H:4]([CH3:5])[CH2:3][O:2][CH3:1], predict the reactants needed to synthesize it. The reactants are: [CH3:1][O:2][CH2:3][C@@H:4]([NH:6][C:7]1[C:8]([CH3:25])=[C:9]([CH3:24])[C:10]([C:13]2[C:14]([O:22][CH3:23])=[N:15][C:16]([CH:19]([CH3:21])[CH3:20])=[CH:17][CH:18]=2)=[N:11][CH:12]=1)[CH3:5].C1C(=O)N([Br:33])C(=O)C1.O. (5) Given the product [CH3:1][O:2][C:3]1[CH:4]=[CH:5][C:6]([NH:11][C:12]2[C:13]3[N:14]([CH:27]=[CH:28][N:29]=3)[N:15]=[C:16]([C:18]3[CH:19]=[C:20]([CH:24]=[CH:25][CH:26]=3)[C:21]([NH:30][C:31]3[CH:43]=[CH:42][C:34]([C:35]([O:37][C:38]([CH3:39])([CH3:40])[CH3:41])=[O:36])=[CH:33][CH:32]=3)=[O:22])[CH:17]=2)=[N:7][C:8]=1[O:9][CH3:10], predict the reactants needed to synthesize it. The reactants are: [CH3:1][O:2][C:3]1[CH:4]=[CH:5][C:6]([NH:11][C:12]2[C:13]3[N:14]([CH:27]=[CH:28][N:29]=3)[N:15]=[C:16]([C:18]3[CH:19]=[C:20]([CH:24]=[CH:25][CH:26]=3)[C:21](O)=[O:22])[CH:17]=2)=[N:7][C:8]=1[O:9][CH3:10].[NH2:30][C:31]1[CH:43]=[CH:42][C:34]([C:35]([O:37][C:38]([CH3:41])([CH3:40])[CH3:39])=[O:36])=[CH:33][CH:32]=1.CN1C=CN=C1.CCN=C=NCCCN(C)C. (6) Given the product [Cl:14][C:2]1[CH:7]=[C:6]([C:8]([CH3:11])([CH3:10])[CH3:9])[N:5]=[CH:4][N:3]=1, predict the reactants needed to synthesize it. The reactants are: O[C:2]1[CH:7]=[C:6]([C:8]([CH3:11])([CH3:10])[CH3:9])[N:5]=[CH:4][N:3]=1.P(Cl)(Cl)([Cl:14])=O. (7) Given the product [F:21][C:4]1[CH:3]=[C:2]([C:25]#[C:24][Si:23]([CH3:40])([CH3:39])[CH3:22])[CH:7]=[C:6]([O:8][CH3:9])[C:5]=1[C:10]1[C:16](=[O:17])[CH:15]2[CH2:18][CH:12]([CH2:13][CH2:14]2)[C:11]=1[O:19][CH3:20], predict the reactants needed to synthesize it. The reactants are: Br[C:2]1[CH:7]=[C:6]([O:8][CH3:9])[C:5]([C:10]2[C:16](=[O:17])[CH:15]3[CH2:18][CH:12]([CH2:13][CH2:14]3)[C:11]=2[O:19][CH3:20])=[C:4]([F:21])[CH:3]=1.[CH3:22][Si:23]([CH3:40])([CH3:39])[C:24]#[C:25][Sn](CCCC)(CCCC)CCCC. (8) Given the product [F:1][C:2]1[CH:7]=[CH:6][C:5]([N:8]2[C:12]([C:13]3[CH:18]=[CH:17][CH:16]=[C:15]([CH2:19][O:20][C@H:21]([CH3:26])[C:22]([F:24])([F:23])[F:25])[CH:14]=3)=[CH:11][C:10]([NH:27][C:34]([C@H:31]3[CH2:30][C:29](=[O:28])[NH:33][CH2:32]3)=[O:35])=[N:9]2)=[CH:4][CH:3]=1, predict the reactants needed to synthesize it. The reactants are: [F:1][C:2]1[CH:7]=[CH:6][C:5]([N:8]2[C:12]([C:13]3[CH:18]=[CH:17][CH:16]=[C:15]([CH2:19][O:20][C@H:21]([CH3:26])[C:22]([F:25])([F:24])[F:23])[CH:14]=3)=[CH:11][C:10]([NH2:27])=[N:9]2)=[CH:4][CH:3]=1.[O:28]=[C:29]1[NH:33][CH2:32][C@@H:31]([C:34](O)=[O:35])[CH2:30]1.CCN=C=NCCCN(C)C.Cl.O. (9) Given the product [CH2:3]([O:5][C@@H:6]([CH2:10][C:11]1[CH:16]=[CH:15][C:14]([O:17][CH2:18][C:19]([N:20]([CH2:31][CH2:32][CH2:33][CH2:34][CH2:35][CH3:36])[CH2:21][CH2:22][C:23]2[CH:28]=[CH:27][CH:26]=[CH:25][CH:24]=2)=[O:29])=[CH:13][CH:12]=1)[C:7]([OH:9])=[O:8])[CH3:4], predict the reactants needed to synthesize it. The reactants are: [OH-].[K+].[CH2:3]([O:5][C@@H:6]([CH2:10][C:11]1[CH:16]=[CH:15][C:14]([O:17][CH2:18][C:19](=[O:29])[NH:20][CH2:21][CH2:22][C:23]2[CH:28]=[CH:27][CH:26]=[CH:25][CH:24]=2)=[CH:13][CH:12]=1)[C:7]([OH:9])=[O:8])[CH3:4].Br[CH2:31][CH2:32][CH2:33][CH2:34][CH2:35][CH3:36].C(OC(C)C)(C)C.